From a dataset of Full USPTO retrosynthesis dataset with 1.9M reactions from patents (1976-2016). Predict the reactants needed to synthesize the given product. (1) The reactants are: [CH:1]1([N:4]2[CH2:8][CH2:7][NH:6][S:5]2(=[O:10])=[O:9])[CH2:3][CH2:2]1.F[C:12]1[C:21]([S:22]([CH3:25])(=[O:24])=[O:23])=[CH:20][C:15]([C:16]([O:18][CH3:19])=[O:17])=[C:14]([CH3:26])[CH:13]=1.C([O-])([O-])=O.[Cs+].[Cs+].CC(=O)OCC. Given the product [CH:1]1([N:4]2[S:5](=[O:10])(=[O:9])[N:6]([C:12]3[C:21]([S:22]([CH3:25])(=[O:24])=[O:23])=[CH:20][C:15]([C:16]([O:18][CH3:19])=[O:17])=[C:14]([CH3:26])[CH:13]=3)[CH2:7][CH2:8]2)[CH2:3][CH2:2]1, predict the reactants needed to synthesize it. (2) Given the product [S:9]1[CH:10]=[CH:11][CH:12]=[C:8]1[C:6]1[N:7]=[C:2]([NH:33][C:32]2[CH:34]=[CH:35][CH:36]=[C:30]([S:27]([C:26]([F:38])([F:25])[F:37])(=[O:29])=[O:28])[CH:31]=2)[C:3]2[NH:15][N:14]=[CH:13][C:4]=2[N:5]=1, predict the reactants needed to synthesize it. The reactants are: Cl[C:2]1[C:3]2[C:4](=[CH:13][N:14](CC3C=CC(OC)=CC=3)[N:15]=2)[N:5]=[C:6]([C:8]2[S:9][CH:10]=[CH:11][CH:12]=2)[N:7]=1.[F:25][C:26]([F:38])([F:37])[S:27]([C:30]1[CH:31]=[C:32]([CH:34]=[CH:35][CH:36]=1)[NH2:33])(=[O:29])=[O:28].Cl. (3) Given the product [Br:19][C:10]1[CH:9]=[CH:8][C:6]([NH2:7])=[C:5]([C:1]([CH3:4])([CH3:2])[CH3:3])[CH:11]=1, predict the reactants needed to synthesize it. The reactants are: [C:1]([C:5]1[CH:11]=[CH:10][CH:9]=[CH:8][C:6]=1[NH2:7])([CH3:4])([CH3:3])[CH3:2].C1C(=O)N([Br:19])C(=O)C1. (4) Given the product [Cl:33][C:30]1[CH:31]=[CH:32][C:27]([CH:10]2[C:5]3[N:6]([CH:7]([CH3:8])[CH3:9])[C:2]([C:41]4[C:36]([O:35][CH3:34])=[N:37][CH:38]=[CH:39][CH:40]=4)=[N:3][C:4]=3[C:12](=[O:13])[N:11]2[C:14]2[CH:15]=[C:16]([CH3:26])[C:17]3[N:18]([C:20]([CH:23]([F:25])[F:24])=[N:21][N:22]=3)[CH:19]=2)=[CH:28][CH:29]=1, predict the reactants needed to synthesize it. The reactants are: Br[C:2]1[N:6]([CH:7]([CH3:9])[CH3:8])[C:5]2[CH:10]([C:27]3[CH:32]=[CH:31][C:30]([Cl:33])=[CH:29][CH:28]=3)[N:11]([C:14]3[CH:15]=[C:16]([CH3:26])[C:17]4[N:18]([C:20]([CH:23]([F:25])[F:24])=[N:21][N:22]=4)[CH:19]=3)[C:12](=[O:13])[C:4]=2[N:3]=1.[CH3:34][O:35][C:36]1[C:41](B(O)O)=[CH:40][CH:39]=[CH:38][N:37]=1. (5) The reactants are: C([BH3-])#N.[Na+].[CH:5](=O)[CH3:6].Cl.[NH2:9][C:10]1[CH:15]=[CH:14][C:13]([NH:16][C:17]([C:19]2[CH:24]=[C:23]([N+:25]([O-:27])=[O:26])[CH:22]=[CH:21][C:20]=2[Cl:28])=[O:18])=[CH:12][CH:11]=1.C(=O)(O)[O-].[Na+]. Given the product [ClH:28].[CH2:5]([NH:9][C:10]1[CH:11]=[CH:12][C:13]([NH:16][C:17]([C:19]2[CH:24]=[C:23]([N+:25]([O-:27])=[O:26])[CH:22]=[CH:21][C:20]=2[Cl:28])=[O:18])=[CH:14][CH:15]=1)[CH3:6], predict the reactants needed to synthesize it. (6) The reactants are: [C:1]1([CH3:11])[CH:6]=[CH:5][C:4]([S:7](Cl)(=[O:9])=[O:8])=[CH:3][CH:2]=1.[C:12]([O:16][C:17]([N:19]1[CH2:24][CH2:23][N:22]([C:25]2[C:26]([C:30]3[CH:35]=[C:34]([Cl:36])[C:33]([O:37][CH2:38][C:39]4[CH:44]=[CH:43][CH:42]=[CH:41][CH:40]=4)=[CH:32][C:31]=3[O:45][CH2:46][C:47]3[CH:52]=[CH:51][CH:50]=[CH:49][CH:48]=3)=[N:27][NH:28][CH:29]=2)[CH2:21][CH2:20]1)=[O:18])([CH3:15])([CH3:14])[CH3:13].N1C=CC=CC=1. Given the product [C:12]([O:16][C:17]([N:19]1[CH2:24][CH2:23][N:22]([C:25]2[C:26]([C:30]3[CH:35]=[C:34]([Cl:36])[C:33]([O:37][CH2:38][C:39]4[CH:40]=[CH:41][CH:42]=[CH:43][CH:44]=4)=[CH:32][C:31]=3[O:45][CH2:46][C:47]3[CH:52]=[CH:51][CH:50]=[CH:49][CH:48]=3)=[N:27][N:28]([S:7]([C:4]3[CH:5]=[CH:6][C:1]([CH3:11])=[CH:2][CH:3]=3)(=[O:9])=[O:8])[CH:29]=2)[CH2:21][CH2:20]1)=[O:18])([CH3:15])([CH3:13])[CH3:14], predict the reactants needed to synthesize it. (7) Given the product [CH2:26]([C:29]1([S:32]([N:11]2[C:12]3[C:20](=[C:19]([CH3:21])[C:18](=[O:22])[N:17]4[C:13]=3[CH2:14][CH2:15][CH2:16]4)[N:9]([C:3]3[CH:4]=[CH:5][C:6]([I:8])=[CH:7][C:2]=3[F:1])[C:10]2=[O:23])(=[O:34])=[O:33])[CH2:31][CH2:30]1)[CH:27]=[CH2:28], predict the reactants needed to synthesize it. The reactants are: [F:1][C:2]1[CH:7]=[C:6]([I:8])[CH:5]=[CH:4][C:3]=1[N:9]1[C:20]2[C:12](=[C:13]3[N:17]([C:18](=[O:22])[C:19]=2[CH3:21])[CH2:16][CH2:15][CH2:14]3)[NH:11][C:10]1=[O:23].[H-].[Na+].[CH2:26]([C:29]1([S:32](Cl)(=[O:34])=[O:33])[CH2:31][CH2:30]1)[CH:27]=[CH2:28].